Dataset: Forward reaction prediction with 1.9M reactions from USPTO patents (1976-2016). Task: Predict the product of the given reaction. (1) Given the reactants [C:1]([O:5][C:6](=[O:26])/[C:7](=[CH:11]/[C:12]1[CH:17]=[CH:16][C:15]([N:18]2[CH:22]=[C:21]([CH3:23])[N:20]=[CH:19]2)=[C:14]([O:24][CH3:25])[CH:13]=1)/[CH2:8][CH2:9][NH2:10])([CH3:4])([CH3:3])[CH3:2].[F:27][C:28]1[CH:29]=[C:30]([CH:33]=[CH:34][CH:35]=1)[CH:31]=O.C(O[BH-](OC(=O)C)OC(=O)C)(=O)C.[Na+].O.C(=O)(O)[O-].[Na+], predict the reaction product. The product is: [C:1]([O:5][C:6](=[O:26])/[C:7](=[CH:11]/[C:12]1[CH:17]=[CH:16][C:15]([N:18]2[CH:22]=[C:21]([CH3:23])[N:20]=[CH:19]2)=[C:14]([O:24][CH3:25])[CH:13]=1)/[CH2:8][CH2:9][NH:10][CH2:31][C:30]1[CH:33]=[CH:34][CH:35]=[C:28]([F:27])[CH:29]=1)([CH3:4])([CH3:3])[CH3:2]. (2) Given the reactants [Cl:1][C:2]1[CH:7]=[C:6]([N+:8]([O-:10])=[O:9])[CH:5]=[C:4]([Cl:11])[C:3]=1I.[F:13][C:14]1[CH:19]=[CH:18][C:17](B(O)O)=[CH:16][CH:15]=1.C(=O)([O-])[O-].[Na+].[Na+], predict the reaction product. The product is: [Cl:1][C:2]1[CH:7]=[C:6]([N+:8]([O-:10])=[O:9])[CH:5]=[C:4]([Cl:11])[C:3]=1[C:17]1[CH:18]=[CH:19][C:14]([F:13])=[CH:15][CH:16]=1. (3) Given the reactants [CH3:1][C:2]1([CH3:18])[CH2:16][C:15](=O)[C:5]2[S:6][CH2:7][C@@H:8]([C:10]([O:12][CH2:13][CH3:14])=[O:11])[NH:9][C:4]=2[CH2:3]1.C(Cl)(=O)C([Cl:22])=O, predict the reaction product. The product is: [Cl:22][C:15]1[CH2:16][C:2]([CH3:18])([CH3:1])[CH2:3][C:4]2[C:5]=1[S:6][CH2:7][C@@H:8]([C:10]([O:12][CH2:13][CH3:14])=[O:11])[N:9]=2.